Dataset: Catalyst prediction with 721,799 reactions and 888 catalyst types from USPTO. Task: Predict which catalyst facilitates the given reaction. (1) Reactant: [F:1][C:2]1[CH:3]=[C:4]([C:30](=O)[CH3:31])[CH:5]=[CH:6][C:7]=1[N:8]1[CH2:13][CH2:12][N:11]([C:14](=[O:29])[C:15]2[CH:20]=[C:19]([S:21]([CH3:24])(=[O:23])=[O:22])[CH:18]=[CH:17][C:16]=2[O:25][CH:26]([CH3:28])[CH3:27])[CH2:10][CH2:9]1.Cl.[NH2:34][OH:35].C([O-])(=O)C.[Na+]. Product: [F:1][C:2]1[CH:3]=[C:4]([C:30](=[N:34][OH:35])[CH3:31])[CH:5]=[CH:6][C:7]=1[N:8]1[CH2:13][CH2:12][N:11]([C:14](=[O:29])[C:15]2[CH:20]=[C:19]([S:21]([CH3:24])(=[O:22])=[O:23])[CH:18]=[CH:17][C:16]=2[O:25][CH:26]([CH3:27])[CH3:28])[CH2:10][CH2:9]1. The catalyst class is: 40. (2) Reactant: Cl[C:2]1[CH:7]=[C:6]([C:8]2[N:13]=[CH:12][CH:11]=[CH:10][N:9]=2)[C:5]([Cl:14])=[CH:4][N:3]=1.[CH:15]1([NH:18][C:19]2[N:20]=[CH:21][C:22]3[CH2:28][NH:27][CH2:26][CH2:25][C:23]=3[N:24]=2)[CH2:17][CH2:16]1.CCOC(C)=O.O. Product: [Cl:14][C:5]1[C:6]([C:8]2[N:13]=[CH:12][CH:11]=[CH:10][N:9]=2)=[CH:7][C:2]([N:27]2[CH2:26][CH2:25][C:23]3[N:24]=[C:19]([NH:18][CH:15]4[CH2:16][CH2:17]4)[N:20]=[CH:21][C:22]=3[CH2:28]2)=[N:3][CH:4]=1. The catalyst class is: 16. (3) Reactant: COCOCC[C:7]1[CH:12]=[CH:11][C:10]([O:13][C:14]2[CH:19]=[CH:18][CH:17]=[CH:16][CH:15]=2)=[CH:9][C:8]=1[B:20]1[O:24][C:23]([CH3:26])(C)C(C)(C)[O:21]1.Cl. Product: [O:13]([C:10]1[CH:11]=[CH:12][C:7]2[CH2:26][CH2:23][O:24][B:20]([OH:21])[C:8]=2[CH:9]=1)[C:14]1[CH:15]=[CH:16][CH:17]=[CH:18][CH:19]=1. The catalyst class is: 5. (4) Product: [CH:38]([O:37][C:34](=[O:36])[CH3:35])([CH3:40])[CH3:39].[CH:3]([CH2:15][C:38]([CH3:39])([CH3:40])[CH3:28])([CH3:4])[CH3:1]. The catalyst class is: 5. Reactant: [C:1]([C:3]1[CH:15]=CC(OC(C)(C)C(O)=O)=C[CH:4]=1)#N.COC(OC)OC.S(=O)(=O)(O)O.[C:28](=O)([O-])[O-].[K+].[K+].[C:34]([O:37][CH:38]([CH3:40])[CH3:39])(=[O:36])[CH3:35]. (5) Reactant: C([O:3][C:4](=[O:18])[C:5]([S:8][C:9]1[CH:14]=[CH:13][C:12]([C:15]#[N:16])=[CH:11][C:10]=1[F:17])([CH3:7])[CH3:6])C.C[Si](C)(C)[O-].[K+]. Product: [C:15]([C:12]1[CH:13]=[CH:14][C:9]([S:8][C:5]([CH3:6])([CH3:7])[C:4]([OH:18])=[O:3])=[C:10]([F:17])[CH:11]=1)#[N:16]. The catalyst class is: 1. (6) Reactant: [NH2:1][C:2]1[N:3]=[C:4]([Cl:20])[C:5]2[CH2:10][C:9](=[O:11])[N:8]([CH2:12][C:13]3[CH:14]=[N:15][N:16]([CH3:19])[C:17]=3[CH3:18])[C:6]=2[N:7]=1.[CH:21]([C:23]1[NH:27][CH:26]=[C:25]([C:28]([OH:30])=[O:29])[C:24]=1[CH3:31])=O.N1CCCCC1. Product: [NH2:1][C:2]1[N:3]=[C:4]([Cl:20])[C:5]2=[C:6]([N:8]([CH2:12][C:13]3[CH:14]=[N:15][N:16]([CH3:19])[C:17]=3[CH3:18])[C:9](=[O:11])/[C:10]/2=[CH:21]\[C:23]2[NH:27][CH:26]=[C:25]([C:28]([OH:30])=[O:29])[C:24]=2[CH3:31])[N:7]=1. The catalyst class is: 14.